From a dataset of Full USPTO retrosynthesis dataset with 1.9M reactions from patents (1976-2016). Predict the reactants needed to synthesize the given product. (1) Given the product [CH2:1]([O:8][C:9]1[CH:10]=[CH:11][C:12]([C@@H:20]([O:54][Si:55]([C:58]([CH3:61])([CH3:60])[CH3:59])([CH3:56])[CH3:57])[CH2:21][N:22]([C:47]([O:49][C:50]([CH3:53])([CH3:51])[CH3:52])=[O:48])[CH2:23][CH2:24][CH2:25][CH2:26][CH2:27][O:28][C:29]2[CH:30]=[CH:31][C:32]([C:35]([OH:46])([C:40]3[CH:45]=[CH:44][CH:43]=[CH:42][CH:41]=3)[C:36]([OH:38])=[O:37])=[CH:33][CH:34]=2)=[C:13]2[C:18]=1[NH:17][C:16](=[O:19])[CH:15]=[CH:14]2)[C:2]1[CH:7]=[CH:6][CH:5]=[CH:4][CH:3]=1, predict the reactants needed to synthesize it. The reactants are: [CH2:1]([O:8][C:9]1[CH:10]=[CH:11][C:12]([C@@H:20]([O:54][Si:55]([C:58]([CH3:61])([CH3:60])[CH3:59])([CH3:57])[CH3:56])[CH2:21][N:22]([C:47]([O:49][C:50]([CH3:53])([CH3:52])[CH3:51])=[O:48])[CH2:23][CH2:24][CH2:25][CH2:26][CH2:27][O:28][C:29]2[CH:34]=[CH:33][C:32]([C:35]([OH:46])([C:40]3[CH:45]=[CH:44][CH:43]=[CH:42][CH:41]=3)[C:36]([O:38]C)=[O:37])=[CH:31][CH:30]=2)=[C:13]2[C:18]=1[NH:17][C:16](=[O:19])[CH:15]=[CH:14]2)[C:2]1[CH:7]=[CH:6][CH:5]=[CH:4][CH:3]=1.[Li+].[OH-]. (2) Given the product [F:1][C:2]1[CH:3]=[CH:4][C:5]([CH2:6][O:7][C:8]2[CH:9]=[C:10]3[C:11](=[CH:15][CH:16]=2)[C:12](=[O:14])[N:40]([CH2:39][CH2:38][NH:37][C:34](=[O:36])[CH3:35])[C:17]3=[O:19])=[CH:20][CH:21]=1, predict the reactants needed to synthesize it. The reactants are: [F:1][C:2]1[CH:21]=[CH:20][C:5]([CH2:6][O:7][C:8]2[CH:9]=[C:10]([C:17]([OH:19])=O)[C:11](=[CH:15][CH:16]=2)[C:12]([OH:14])=O)=[CH:4][CH:3]=1.C(N1C=CN=C1)(N1C=CN=C1)=O.[C:34]([NH:37][CH2:38][CH2:39][NH2:40])(=[O:36])[CH3:35]. (3) Given the product [CH2:24]([Sn:19]([CH2:15][CH2:16][CH2:17][CH3:18])([CH2:20][CH2:21][CH2:22][CH3:23])/[CH:5]=[CH:4]/[CH2:3][CH2:2][C:1]([O:7][CH2:8][C:9]1[CH:10]=[CH:11][CH:12]=[CH:13][CH:14]=1)=[O:6])[CH2:25][CH2:26][CH3:27], predict the reactants needed to synthesize it. The reactants are: [C:1]([O:7][CH2:8][C:9]1[CH:14]=[CH:13][CH:12]=[CH:11][CH:10]=1)(=[O:6])[CH2:2][CH2:3][C:4]#[CH:5].[CH2:15]([SnH:19]([CH2:24][CH2:25][CH2:26][CH3:27])[CH2:20][CH2:21][CH2:22][CH3:23])[CH2:16][CH2:17][CH3:18]. (4) Given the product [CH3:1][N:2]([CH3:18])[CH2:3][C:4]1[CH:9]=[CH:8][C:7]([N:19]2[CH2:23][CH2:22][CH2:21][CH2:20]2)=[C:6]([N+:15]([O-:17])=[O:16])[CH:5]=1, predict the reactants needed to synthesize it. The reactants are: [CH3:1][N:2]([CH3:18])[CH2:3][C:4]1[CH:9]=[CH:8][C:7](OC(F)(F)F)=[C:6]([N+:15]([O-:17])=[O:16])[CH:5]=1.[NH:19]1[CH2:23][CH2:22][CH2:21][CH2:20]1.C(N(CC)C(C)C)(C)C.C(=O)([O-])O.[Na+].